Dataset: NCI-60 drug combinations with 297,098 pairs across 59 cell lines. Task: Regression. Given two drug SMILES strings and cell line genomic features, predict the synergy score measuring deviation from expected non-interaction effect. (1) Drug 1: CNC(=O)C1=CC=CC=C1SC2=CC3=C(C=C2)C(=NN3)C=CC4=CC=CC=N4. Drug 2: C1=CC=C(C(=C1)C(C2=CC=C(C=C2)Cl)C(Cl)Cl)Cl. Cell line: HL-60(TB). Synergy scores: CSS=11.3, Synergy_ZIP=-1.81, Synergy_Bliss=-2.83, Synergy_Loewe=-5.22, Synergy_HSA=-2.08. (2) Drug 1: CC12CCC(CC1=CCC3C2CCC4(C3CC=C4C5=CN=CC=C5)C)O. Drug 2: CC(C1=C(C=CC(=C1Cl)F)Cl)OC2=C(N=CC(=C2)C3=CN(N=C3)C4CCNCC4)N. Cell line: T-47D. Synergy scores: CSS=12.4, Synergy_ZIP=-0.107, Synergy_Bliss=6.38, Synergy_Loewe=1.38, Synergy_HSA=4.41. (3) Drug 1: CC1=C(C(=CC=C1)Cl)NC(=O)C2=CN=C(S2)NC3=CC(=NC(=N3)C)N4CCN(CC4)CCO. Drug 2: CC1CCCC2(C(O2)CC(NC(=O)CC(C(C(=O)C(C1O)C)(C)C)O)C(=CC3=CSC(=N3)C)C)C. Cell line: SF-295. Synergy scores: CSS=43.3, Synergy_ZIP=1.95, Synergy_Bliss=1.80, Synergy_Loewe=-14.0, Synergy_HSA=3.14. (4) Synergy scores: CSS=20.8, Synergy_ZIP=-7.12, Synergy_Bliss=-6.66, Synergy_Loewe=-19.1, Synergy_HSA=-6.72. Drug 2: C1CN(P(=O)(OC1)NCCCl)CCCl. Drug 1: C1=CC(=CC=C1CCCC(=O)O)N(CCCl)CCCl. Cell line: T-47D. (5) Drug 1: CC(CN1CC(=O)NC(=O)C1)N2CC(=O)NC(=O)C2. Drug 2: CC(C)(C#N)C1=CC(=CC(=C1)CN2C=NC=N2)C(C)(C)C#N. Cell line: SNB-19. Synergy scores: CSS=9.22, Synergy_ZIP=-3.85, Synergy_Bliss=-6.45, Synergy_Loewe=-4.99, Synergy_HSA=-5.53. (6) Drug 1: C1=NC2=C(N=C(N=C2N1C3C(C(C(O3)CO)O)F)Cl)N. Drug 2: CN(C(=O)NC(C=O)C(C(C(CO)O)O)O)N=O. Cell line: SW-620. Synergy scores: CSS=9.02, Synergy_ZIP=-2.35, Synergy_Bliss=1.97, Synergy_Loewe=-1.02, Synergy_HSA=1.30.